From a dataset of TCR-epitope binding with 47,182 pairs between 192 epitopes and 23,139 TCRs. Binary Classification. Given a T-cell receptor sequence (or CDR3 region) and an epitope sequence, predict whether binding occurs between them. (1) The epitope is RPPIFIRRL. The TCR CDR3 sequence is CASSLVASDTTGELFF. Result: 0 (the TCR does not bind to the epitope). (2) The epitope is SEETGTLIV. The TCR CDR3 sequence is CSARDPPRVNTGELFF. Result: 0 (the TCR does not bind to the epitope).